Predict which catalyst facilitates the given reaction. From a dataset of Catalyst prediction with 721,799 reactions and 888 catalyst types from USPTO. (1) Product: [NH2:1][CH:2]([CH2:19][C:20]1[CH:25]=[CH:24][CH:23]=[C:22]([O:26][C:27]([F:31])([F:32])[CH:28]([F:29])[F:30])[CH:21]=1)[CH:3]([C:5]1[CH:10]=[CH:9][C:8]([OH:11])=[CH:7][CH:6]=1)[OH:4]. The catalyst class is: 29. Reactant: [NH2:1][CH:2]([CH2:19][C:20]1[CH:25]=[CH:24][CH:23]=[C:22]([O:26][C:27]([F:32])([F:31])[CH:28]([F:30])[F:29])[CH:21]=1)[CH:3]([C:5]1[CH:10]=[CH:9][C:8]([O:11]CC2C=CC=CC=2)=[CH:7][CH:6]=1)[OH:4]. (2) Reactant: [N+:1]([C:4]1[CH:5]=[C:6]([C:10]2[CH:11]=[C:12]3[C:16](=[CH:17][CH:18]=2)[CH2:15][CH:14]([NH:19][S:20]([CH:23]([CH3:25])[CH3:24])(=[O:22])=[O:21])[CH2:13]3)[CH:7]=[CH:8][CH:9]=1)([O-])=O. Product: [NH2:1][C:4]1[CH:5]=[C:6]([C:10]2[CH:11]=[C:12]3[C:16](=[CH:17][CH:18]=2)[CH2:15][CH:14]([NH:19][S:20]([CH:23]([CH3:25])[CH3:24])(=[O:22])=[O:21])[CH2:13]3)[CH:7]=[CH:8][CH:9]=1. The catalyst class is: 29. (3) Reactant: [OH:1][CH:2]1[CH2:5][N:4]([C:6]([O:8][C:9]([CH3:12])([CH3:11])[CH3:10])=[O:7])[CH2:3]1.C(N(C(C)C)C(C)C)C.[CH3:22][S:23](Cl)(=[O:25])=[O:24]. Product: [CH3:22][S:23]([O:1][CH:2]1[CH2:3][N:4]([C:6]([O:8][C:9]([CH3:12])([CH3:11])[CH3:10])=[O:7])[CH2:5]1)(=[O:25])=[O:24]. The catalyst class is: 4. (4) Reactant: [CH:1](=O)[CH3:2].C(O[BH-](OC(=O)C)OC(=O)C)(=O)C.[Na+].[NH2:18][C:19]1[CH:28]=[C:27]([C:29]#[N:30])[CH:26]=[CH:25][C:20]=1[C:21]([O:23][CH3:24])=[O:22].C(=O)([O-])O.[Na+]. The catalyst class is: 15. Product: [C:29]([C:27]1[CH:26]=[CH:25][C:20]([C:21]([O:23][CH3:24])=[O:22])=[C:19]([NH:18][CH2:1][CH3:2])[CH:28]=1)#[N:30]. (5) Reactant: [OH:1][C:2]1[CH:7]=[CH:6][C:5](B(O)O)=[CH:4][CH:3]=1.Br[C:12]1[C:13]2[N:14]([CH:18]=[CH:19][N:20]=2)[CH:15]=[CH:16][CH:17]=1.C(=O)([O-])[O-].[Na+].[Na+].COCCOC. Product: [N:20]1[CH:19]=[CH:18][N:14]2[CH:15]=[CH:16][CH:17]=[C:12]([C:5]3[CH:6]=[CH:7][C:2]([OH:1])=[CH:3][CH:4]=3)[C:13]=12. The catalyst class is: 103. (6) Product: [NH:5]1[CH2:20][CH2:19][CH2:18][C:6]1([C:7]([O:9][CH2:10][CH3:11])=[O:8])[C:12]([O:14][CH2:15][CH3:16])=[O:13]. Reactant: [O-]CC.[Na+].[NH2:5][CH:6]([C:12]([O:14][CH2:15][CH3:16])=[O:13])[C:7]([O:9][CH2:10][CH3:11])=[O:8].Br[CH2:18][CH2:19][CH2:20]Br. The catalyst class is: 361. (7) Reactant: [F:1][C:2]1[CH:7]=[CH:6][C:5]([C:8]2[N:13]=[CH:12][NH:11][C:10](=[O:14])[C:9]=2[O:15]C)=[CH:4][CH:3]=1.C(Cl)Cl.B(Br)(Br)Br. Product: [F:1][C:2]1[CH:3]=[CH:4][C:5]([C:8]2[N:13]=[CH:12][NH:11][C:10](=[O:14])[C:9]=2[OH:15])=[CH:6][CH:7]=1. The catalyst class is: 2.